This data is from Full USPTO retrosynthesis dataset with 1.9M reactions from patents (1976-2016). The task is: Predict the reactants needed to synthesize the given product. Given the product [CH3:1][C:2]1[CH:3]=[C:4]([CH:5]=[C:6]([CH3:11])[C:7]=1[N+:8]([O-:10])=[O:9])[CH:12]=[O:13], predict the reactants needed to synthesize it. The reactants are: [CH3:1][C:2]1[CH:3]=[C:4]([CH2:12][OH:13])[CH:5]=[C:6]([CH3:11])[C:7]=1[N+:8]([O-:10])=[O:9].